Predict the product of the given reaction. From a dataset of Forward reaction prediction with 1.9M reactions from USPTO patents (1976-2016). (1) Given the reactants C(O[C:6]([C:8]1[N:9]=[C:10]([Cl:23])[C:11]2[C:16]([C:17]=1[OH:18])=[CH:15][C:14]([O:19][CH:20]([CH3:22])[CH3:21])=[CH:13][CH:12]=2)=[O:7])CCC.[CH3:24][N:25]([CH3:29])[CH2:26][CH2:27][NH2:28], predict the reaction product. The product is: [CH3:24][N:25]([CH3:29])[CH2:26][CH2:27][NH:28][C:6]([C:8]1[N:9]=[C:10]([Cl:23])[C:11]2[C:16]([C:17]=1[OH:18])=[CH:15][C:14]([O:19][CH:20]([CH3:21])[CH3:22])=[CH:13][CH:12]=2)=[O:7]. (2) Given the reactants Br[C:2]1[CH:3]=[C:4]2[C:9](=[CH:10][CH:11]=1)[N:8]=[CH:7][CH:6]=[C:5]2[C:12]1[C:16]([C:17]2[CH:22]=[CH:21][CH:20]=[C:19]([CH3:23])[N:18]=2)=[N:15][N:14]2[CH2:24][CH2:25][CH2:26][C:13]=12.[C:27]([O-:30])(=[O:29])C.[Na+].Cl[CH2:33]Cl.[C]=O.[Br-], predict the reaction product. The product is: [CH3:33][O:30][C:27]([C:2]1[CH:3]=[C:4]2[C:9](=[CH:10][CH:11]=1)[N:8]=[CH:7][CH:6]=[C:5]2[C:12]1[C:16]([C:17]2[CH:22]=[CH:21][CH:20]=[C:19]([CH3:23])[N:18]=2)=[N:15][N:14]2[CH2:24][CH2:25][CH2:26][C:13]=12)=[O:29]. (3) Given the reactants Br[C:2]1[C:3]([F:31])=[CH:4][C:5]([F:30])=[C:6]([C@:8]2([CH3:29])[CH2:13][C@@H:12]([C:14]3[C:15]([CH3:20])=[N:16][O:17][C:18]=3[CH3:19])[S:11][C:10]([NH:21][C:22](=[O:28])[O:23][C:24]([CH3:27])([CH3:26])[CH3:25])=[N:9]2)[CH:7]=1.[B:32](OC(C)C)([O:37]C(C)C)[O:33]C(C)C.C([Li])CCC.Cl, predict the reaction product. The product is: [C:24]([O:23][C:22]([NH:21][C:10]1[S:11][C@H:12]([C:14]2[C:15]([CH3:20])=[N:16][O:17][C:18]=2[CH3:19])[CH2:13][C@:8]([C:6]2[C:5]([F:30])=[CH:4][C:3]([F:31])=[C:2]([B:32]([OH:37])[OH:33])[CH:7]=2)([CH3:29])[N:9]=1)=[O:28])([CH3:27])([CH3:26])[CH3:25]. (4) Given the reactants O[C:2]1[N:7]2[N:8]=[CH:9][CH:10]=[C:6]2[N:5]=[CH:4][C:3]=1[C:11]([O:13][CH2:14][CH3:15])=[O:12].[Cl:16][C:17]1[CH:23]=[C:22]([Cl:24])[CH:21]=[CH:20][C:18]=1[NH2:19], predict the reaction product. The product is: [Cl:16][C:17]1[CH:23]=[C:22]([Cl:24])[CH:21]=[CH:20][C:18]=1[NH:19][C:2]1[N:7]2[N:8]=[CH:9][CH:10]=[C:6]2[N:5]=[CH:4][C:3]=1[C:11]([O:13][CH2:14][CH3:15])=[O:12]. (5) Given the reactants C[CH2:2][CH2:3][CH2:4][CH2:5][CH2:6][CH2:7][CH2:8][CH2:9][CH2:10][CH2:11][CH2:12][NH2:13].[CH2:14](OC(=O)COC)[CH3:15].CCCCCC.CNC, predict the reaction product. The product is: [C:11]1([C@@H:12]([NH2:13])[CH:14]=[CH2:15])[C:2]2[C:7](=[CH:6][CH:5]=[CH:4][CH:3]=2)[CH:8]=[CH:9][CH:10]=1.